Dataset: Forward reaction prediction with 1.9M reactions from USPTO patents (1976-2016). Task: Predict the product of the given reaction. (1) Given the reactants [F:1][C:2]1[CH:7]=[CH:6][C:5]([N:8]2[C:16]3[CH2:15][CH2:14][CH2:13][N:12]([C:17](=[O:32])[CH2:18][N:19]4[C:23]5=[N:24][CH:25]=[CH:26][CH:27]=[C:22]5[C:21]([C:28]([F:31])([F:30])[F:29])=[N:20]4)[C:11]=3[CH:10]=[N:9]2)=[CH:4][CH:3]=1, predict the reaction product. The product is: [F:1][C:2]1[CH:3]=[CH:4][C:5]([N:8]2[C:16]3[CH2:15][CH2:14][CH2:13][N:12]([C:17](=[O:32])[CH2:18][N:19]4[C:23]5[NH:24][CH2:25][CH2:26][CH2:27][C:22]=5[C:21]([C:28]([F:29])([F:31])[F:30])=[N:20]4)[C:11]=3[CH:10]=[N:9]2)=[CH:6][CH:7]=1. (2) Given the reactants [C:1]([O:5][C:6]([N:8]1[CH:16]([CH3:17])[C:15]2[C:14]([O:18][C:19]3[CH:20]=[C:21]4[C:25](=[CH:26][CH:27]=3)[NH:24][CH:23]=[CH:22]4)=[N:13][CH:12]=[N:11][C:10]=2[CH2:9]1)=[O:7])([CH3:4])([CH3:3])[CH3:2].[H-].[Na+].[N:30]([C:33]1[CH:38]=[CH:37][CH:36]=[C:35]([C:39]([F:42])([F:41])[F:40])[CH:34]=1)=[C:31]=[O:32].[NH4+].[Cl-], predict the reaction product. The product is: [C:1]([O:5][C:6]([N:8]1[CH:16]([CH3:17])[C:15]2[C:14]([O:18][C:19]3[CH:20]=[C:21]4[C:25](=[CH:26][CH:27]=3)[N:24]([C:31](=[O:32])[NH:30][C:33]3[CH:38]=[CH:37][CH:36]=[C:35]([C:39]([F:40])([F:42])[F:41])[CH:34]=3)[CH:23]=[CH:22]4)=[N:13][CH:12]=[N:11][C:10]=2[CH2:9]1)=[O:7])([CH3:2])([CH3:3])[CH3:4]. (3) Given the reactants [OH:1][C:2]1[N:7]([C:8]2[CH:13]=[CH:12][CH:11]=[CH:10][C:9]=2[N+]([O-])=O)[C:6](=[O:17])[N:5]([CH2:18][C:19]2[CH:24]=[CH:23][CH:22]=[CH:21][CH:20]=2)[C:4](=[O:25])[C:3]=1[C:26](OCC)=[O:27].C1CCN2C(=NCCC2)CC1.[NH2:42][CH2:43][C:44]([OH:46])=[O:45].Cl, predict the reaction product. The product is: [OH:1][C:2]1[N:7]([C:8]2[CH:9]=[CH:10][CH:11]=[CH:12][CH:13]=2)[C:6](=[O:17])[N:5]([CH2:18][C:19]2[CH:20]=[CH:21][CH:22]=[CH:23][CH:24]=2)[C:4](=[O:25])[C:3]=1[C:26]([NH:42][CH2:43][C:44]([OH:46])=[O:45])=[O:27]. (4) Given the reactants [CH:1]([C@H:14]1[N:19]2[CH2:20][CH2:21][N:22](C(=O)C(F)(F)F)[CH2:23][C@H:18]2[CH2:17][N:16]([CH2:30][C:31]2[C:32]([O:46][CH3:47])=[N:33][C:34]([O:43][CH2:44][CH3:45])=[N:35][C:36]=2[O:37][CH2:38][C:39]([F:42])([F:41])[F:40])[CH2:15]1)([C:8]1[CH:13]=[CH:12][CH:11]=[CH:10][CH:9]=1)[C:2]1[CH:7]=[CH:6][CH:5]=[CH:4][CH:3]=1.C(=O)([O-])[O-].[K+].[K+], predict the reaction product. The product is: [CH:1]([C@H:14]1[N:19]2[CH2:20][CH2:21][NH:22][CH2:23][C@H:18]2[CH2:17][N:16]([CH2:30][C:31]2[C:32]([O:46][CH3:47])=[N:33][C:34]([O:43][CH2:44][CH3:45])=[N:35][C:36]=2[O:37][CH2:38][C:39]([F:40])([F:41])[F:42])[CH2:15]1)([C:2]1[CH:3]=[CH:4][CH:5]=[CH:6][CH:7]=1)[C:8]1[CH:13]=[CH:12][CH:11]=[CH:10][CH:9]=1. (5) Given the reactants Cl[C:2]1[NH:3][C:4]2[C:5]([N:14]=1)=[N:6][CH:7]=[C:8]([C:10]([F:13])([F:12])[F:11])[CH:9]=2.[F:15][C:16]([F:30])([F:29])[C:17]1[C:18]([N:23]2[CH2:28][CH2:27][NH:26][CH2:25][CH2:24]2)=[N:19][CH:20]=[CH:21][CH:22]=1.C(N(CC)CC)C, predict the reaction product. The product is: [F:11][C:10]([F:13])([F:12])[C:8]1[CH:9]=[C:4]2[N:3]=[C:2]([N:26]3[CH2:27][CH2:28][N:23]([C:18]4[C:17]([C:16]([F:30])([F:15])[F:29])=[CH:22][CH:21]=[CH:20][N:19]=4)[CH2:24][CH2:25]3)[NH:14][C:5]2=[N:6][CH:7]=1. (6) Given the reactants [F:1][C:2]1[CH:7]=[CH:6][C:5]([CH2:8][C:9]([CH:11]2[C:16](=O)[CH2:15][CH2:14][S:13][CH2:12]2)=O)=[CH:4][CH:3]=1.[CH3:18][C:19]1[N:20]([C:24]2[CH:29]=[CH:28][C:27]([NH:30][C:31]([NH2:33])=[NH:32])=[CH:26][CH:25]=2)[CH:21]=[CH:22][N:23]=1, predict the reaction product. The product is: [F:1][C:2]1[CH:7]=[CH:6][C:5]([CH2:8][C:9]2[C:11]3[CH2:12][S:13][CH2:14][CH2:15][C:16]=3[N:33]=[C:31]([NH:30][C:27]3[CH:28]=[CH:29][C:24]([N:20]4[CH:21]=[CH:22][N:23]=[C:19]4[CH3:18])=[CH:25][CH:26]=3)[N:32]=2)=[CH:4][CH:3]=1. (7) Given the reactants CC(O)C.[C:5]([O:9][C:10]([NH:12][C@@H:13]([CH2:18][C:19]1[CH:24]=[CH:23][CH:22]=[CH:21][CH:20]=1)[C@H:14]([OH:17])[CH2:15]Cl)=[O:11])([CH3:8])([CH3:7])[CH3:6].[OH-].[Na+].C(O)(=O)CC(CC(O)=O)(C(O)=O)O, predict the reaction product. The product is: [C:5]([O:9][C:10]([NH:12][C@@H:13]([CH2:18][C:19]1[CH:24]=[CH:23][CH:22]=[CH:21][CH:20]=1)[C@@H:14]1[O:17][CH2:15]1)=[O:11])([CH3:8])([CH3:7])[CH3:6].